Regression. Given a peptide amino acid sequence and an MHC pseudo amino acid sequence, predict their binding affinity value. This is MHC class I binding data. From a dataset of Peptide-MHC class I binding affinity with 185,985 pairs from IEDB/IMGT. The peptide sequence is DPDHYKDYA. The MHC is HLA-B07:02 with pseudo-sequence HLA-B07:02. The binding affinity (normalized) is 0.112.